From a dataset of TCR-epitope binding with 47,182 pairs between 192 epitopes and 23,139 TCRs. Binary Classification. Given a T-cell receptor sequence (or CDR3 region) and an epitope sequence, predict whether binding occurs between them. (1) The TCR CDR3 sequence is CASSPFTGVGQPQHF. The epitope is RLQSLQTYV. Result: 0 (the TCR does not bind to the epitope). (2) The epitope is RLYYDSMSY. The TCR CDR3 sequence is CASSPTGTAMNTEAFF. Result: 0 (the TCR does not bind to the epitope). (3) The epitope is GLCTLVAML. The TCR CDR3 sequence is CAWSRGAVEQFF. Result: 1 (the TCR binds to the epitope). (4) The epitope is IQYIDIGNY. The TCR CDR3 sequence is CATSGEGQGGPYGYTF. Result: 0 (the TCR does not bind to the epitope). (5) The epitope is NEGVKAAW. The TCR CDR3 sequence is CASSPGGGTQETQYF. Result: 0 (the TCR does not bind to the epitope).